This data is from Full USPTO retrosynthesis dataset with 1.9M reactions from patents (1976-2016). The task is: Predict the reactants needed to synthesize the given product. (1) Given the product [Cl:3][C:4]1[CH:5]=[C:6]([C:27]2[CH:28]=[N:29][C:30]([O:34][CH2:35][C:36]3([C:40]([OH:42])=[O:41])[CH2:37][CH2:38][CH2:39]3)=[CH:31][C:32]=2[CH3:33])[CH:7]=[N:8][C:9]=1[C:10]1[N:11]([CH2:19][O:20][CH2:21][CH2:22][Si:23]([CH3:26])([CH3:24])[CH3:25])[CH:12]=[C:13]([C:15]([F:17])([F:16])[F:18])[N:14]=1, predict the reactants needed to synthesize it. The reactants are: [OH-].[Na+].[Cl:3][C:4]1[CH:5]=[C:6]([C:27]2[CH:28]=[N:29][C:30]([O:34][CH2:35][C:36]3([C:40]([O:42]CC)=[O:41])[CH2:39][CH2:38][CH2:37]3)=[CH:31][C:32]=2[CH3:33])[CH:7]=[N:8][C:9]=1[C:10]1[N:11]([CH2:19][O:20][CH2:21][CH2:22][Si:23]([CH3:26])([CH3:25])[CH3:24])[CH:12]=[C:13]([C:15]([F:18])([F:17])[F:16])[N:14]=1. (2) Given the product [CH3:28][O:29][C:5]1[CH:4]=[CH:3][CH:12]=[CH:11][C:6]=1[C@@H:7]1[C@@H:8]([N+:13]([O-:15])=[O:14])[CH2:9][O:10][CH:19]([OH:27])[CH2:20]1, predict the reactants needed to synthesize it. The reactants are: CO[C:3]1[CH:12]=[CH:11][C:6](/[CH:7]=[CH:8]/[CH:9]=[O:10])=[CH:5][CH:4]=1.[N+:13](C(O)C)([O-:15])=[O:14].[C:19]([OH:27])(=O)[C:20]1C=CC=CC=1.[CH3:28][OH:29]. (3) Given the product [CH3:1][C:2]1[C:3]([O:21][C:22]2[CH:26]=[C:25]([C:27]([F:30])([F:29])[F:28])[S:24][CH:23]=2)=[N:4][C:5]([N:8]2[CH:12]=[C:11]([C:13]([F:14])([F:15])[F:16])[CH:10]=[N:9]2)=[N:6][CH:7]=1, predict the reactants needed to synthesize it. The reactants are: [CH3:1][C:2]1[C:3](S(C)(=O)=O)=[N:4][C:5]([N:8]2[CH:12]=[C:11]([C:13]([F:16])([F:15])[F:14])[CH:10]=[N:9]2)=[N:6][CH:7]=1.[OH:21][C:22]1[CH:26]=[C:25]([C:27]([F:30])([F:29])[F:28])[S:24][CH:23]=1.C([O-])([O-])=O.[K+].[K+].O. (4) Given the product [NH2:16][C:14]([CH3:19])([CH3:15])[CH2:13][CH2:12][CH2:11][N:9]1[C:10]2[C:2]([F:1])=[CH:3][CH:4]=[CH:5][C:6]=2[N:7]([CH3:21])[C:8]1=[O:20], predict the reactants needed to synthesize it. The reactants are: [F:1][C:2]1[C:10]2[N:9]([CH2:11][CH2:12][CH2:13][C:14]([CH3:19])([N+:16]([O-])=O)[CH3:15])[C:8](=[O:20])[N:7]([CH3:21])[C:6]=2[CH:5]=[CH:4][CH:3]=1.[H][H].